From a dataset of Catalyst prediction with 721,799 reactions and 888 catalyst types from USPTO. Predict which catalyst facilitates the given reaction. Reactant: [CH2:1]([O:3][C:4]([C:6]1[CH2:11][C@H:10]([NH:12][C:13]([O:15][C:16]([CH3:19])([CH3:18])[CH3:17])=[O:14])[C@@H:9]([N:20]=[N+]=[N-])[C@H:8]([O:23][CH:24]([CH2:27][CH3:28])[CH2:25][CH3:26])[CH:7]=1)=[O:5])[CH3:2].O.C(N(CC)CC)C.[C:37](OC(=O)C)(=[O:39])[CH3:38].C(P(CCCC)CCCC)CCC. Product: [CH2:1]([O:3][C:4]([C:6]1[CH2:11][C@H:10]([NH:12][C:13]([O:15][C:16]([CH3:19])([CH3:18])[CH3:17])=[O:14])[C@@H:9]([NH:20][C:37](=[O:39])[CH3:38])[C@H:8]([O:23][CH:24]([CH2:27][CH3:28])[CH2:25][CH3:26])[CH:7]=1)=[O:5])[CH3:2]. The catalyst class is: 54.